Dataset: Forward reaction prediction with 1.9M reactions from USPTO patents (1976-2016). Task: Predict the product of the given reaction. (1) The product is: [F:22][C:3]1[CH:4]=[C:5]([C:19]([NH2:21])=[O:20])[C:6]2[NH:7][C:8]3[C:13]([C:14]=2[C:2]=1[C:37]1[CH:38]=[CH:39][CH:40]=[C:35]([N:30]2[C:31](=[O:34])[CH:32]=[C:33]4[C:24]([F:23])=[CH:25][CH:26]=[CH:27][N:28]4[C:29]2=[O:51])[C:36]=1[CH3:50])=[CH:12][CH:11]=[C:10]([C:15]([OH:18])([CH3:17])[CH3:16])[CH:9]=3. Given the reactants Br[C:2]1[C:14]2[C:13]3[C:8](=[CH:9][C:10]([C:15]([OH:18])([CH3:17])[CH3:16])=[CH:11][CH:12]=3)[NH:7][C:6]=2[C:5]([C:19]([NH2:21])=[O:20])=[CH:4][C:3]=1[F:22].[F:23][C:24]1[C:33]2[N:28]([C:29](=[O:51])[N:30]([C:35]3[CH:40]=[CH:39][CH:38]=[C:37](B4OC(C)(C)C(C)(C)O4)[C:36]=3[CH3:50])[C:31](=[O:34])[CH:32]=2)[CH:27]=[CH:26][CH:25]=1.C([O-])([O-])=O.[Cs+].[Cs+], predict the reaction product. (2) Given the reactants C1(P(C2C=CC=CC=2)C2C=CC=CC=2OC2C=CC=CC=2P(C2C=CC=CC=2)C2C=CC=CC=2)C=CC=CC=1.[F:40][C:41]([F:56])([F:55])[C:42]([NH:44][C@H:45]([CH3:54])[CH2:46][C:47]1[CH:52]=[CH:51][C:50]([SH:53])=[CH:49][CH:48]=1)=[O:43].[Cl:57][C:58]1[CH:67]=[CH:66][C:61]([C:62]([O:64][CH3:65])=[O:63])=[C:60](OS(C(F)(F)F)(=O)=O)[CH:59]=1.CC(C)([O-])C.[K+], predict the reaction product. The product is: [Cl:57][C:58]1[CH:59]=[CH:60][C:61]([C:62]([O:64][CH3:65])=[O:63])=[C:66]([S:53][C:50]2[CH:51]=[CH:52][C:47]([CH2:46][C@H:45]([NH:44][C:42](=[O:43])[C:41]([F:40])([F:55])[F:56])[CH3:54])=[CH:48][CH:49]=2)[CH:67]=1. (3) Given the reactants O.[OH-].[Li+].C([O:6][C:7]([C:9]1[C:18]2[CH2:17][C:16]([CH3:20])([CH3:19])[CH2:15][NH:14][C:13](=[O:21])[C:12]=2[S:11][C:10]=1[NH:22][C:23]1[CH:28]=[CH:27][C:26]([I:29])=[CH:25][C:24]=1[Cl:30])=[O:8])C, predict the reaction product. The product is: [Cl:30][C:24]1[CH:25]=[C:26]([I:29])[CH:27]=[CH:28][C:23]=1[NH:22][C:10]1[S:11][C:12]2[C:13](=[O:21])[NH:14][CH2:15][C:16]([CH3:20])([CH3:19])[CH2:17][C:18]=2[C:9]=1[C:7]([OH:8])=[O:6]. (4) Given the reactants Br[C:2]1[CH:24]=[CH:23][C:5]2[C:6]3[N:10]([CH2:11][CH2:12][O:13][C:4]=2[CH:3]=1)[CH:9]=[C:8]([C:14]1[N:15]([CH:20]([CH3:22])[CH3:21])[N:16]=[C:17]([CH3:19])[N:18]=1)[N:7]=3.[CH:25]([N:28]1[CH2:33][CH2:32][CH:31]([SH:34])[CH2:30][CH2:29]1)([CH3:27])[CH3:26].CC1(C)C2C(=C(P(C3C=CC=CC=3)C3C=CC=CC=3)C=CC=2)OC2C(P(C3C=CC=CC=3)C3C=CC=CC=3)=CC=CC1=2.CCN(C(C)C)C(C)C, predict the reaction product. The product is: [CH:20]([N:15]1[C:14]([C:8]2[N:7]=[C:6]3[N:10]([CH2:11][CH2:12][O:13][C:4]4[CH:3]=[C:2]([S:34][CH:31]5[CH2:32][CH2:33][N:28]([CH:25]([CH3:27])[CH3:26])[CH2:29][CH2:30]5)[CH:24]=[CH:23][C:5]=43)[CH:9]=2)=[N:18][C:17]([CH3:19])=[N:16]1)([CH3:22])[CH3:21]. (5) Given the reactants [Cl:1][C:2]1[CH:3]=[C:4](OS(C(F)(F)F)(=O)=O)[CH:5]=[CH:6][C:7]=1[CH:8]([CH3:22])[C:9]([C:15]1[CH:20]=[CH:19][N:18]=[C:17](Cl)[CH:16]=1)([OH:14])[C:10]([F:13])([F:12])[F:11].[CH2:31]([O:33][C:34]([C:36]1[CH:37]=[C:38](B(O)O)[CH:39]=[CH:40][CH:41]=1)=[O:35])[CH3:32], predict the reaction product. The product is: [CH2:31]([O:33][C:34]([C:36]1[CH:37]=[C:38]([C:4]2[CH:5]=[CH:6][C:7]([CH:8]([CH3:22])[C:9]([C:15]3[CH:20]=[CH:19][N:18]=[C:17]([C:38]4[CH:39]=[CH:40][CH:41]=[C:36]([C:34]([O:33][CH2:31][CH3:32])=[O:35])[CH:37]=4)[CH:16]=3)([OH:14])[C:10]([F:11])([F:13])[F:12])=[C:2]([Cl:1])[CH:3]=2)[CH:39]=[CH:40][CH:41]=1)=[O:35])[CH3:32]. (6) Given the reactants Br.Br[C:3]1[S:7][C:6]([NH2:8])=[N:5][CH:4]=1.[CH3:9][O:10][C:11]1[CH:16]=[CH:15][C:14](/[CH:17]=[CH:18]/B(O)O)=[CH:13][CH:12]=1.C([O-])([O-])=O.[Na+].[Na+], predict the reaction product. The product is: [CH3:9][O:10][C:11]1[CH:16]=[CH:15][C:14]([CH:17]=[CH:18][C:3]2[S:7][C:6]([NH2:8])=[N:5][CH:4]=2)=[CH:13][CH:12]=1.